This data is from CYP2C9 inhibition data for predicting drug metabolism from PubChem BioAssay. The task is: Regression/Classification. Given a drug SMILES string, predict its absorption, distribution, metabolism, or excretion properties. Task type varies by dataset: regression for continuous measurements (e.g., permeability, clearance, half-life) or binary classification for categorical outcomes (e.g., BBB penetration, CYP inhibition). Dataset: cyp2c9_veith. (1) The molecule is COc1ccc(NC(=S)N2CCN(C/C=C/c3ccccc3)CC2)cc1OC. The result is 0 (non-inhibitor). (2) The molecule is CC(C)C(NS(=O)(=O)c1cccs1)C(=O)Nc1nc(C(C)(C)C)cs1. The result is 1 (inhibitor). (3) The result is 0 (non-inhibitor). The drug is CCC/C=C(\CCC)C(NC(=O)c1ccc(-c2ccccc2)cc1)c1ccc(C(=O)OC)cc1. (4) The molecule is COc1ccc(OC)c2[nH]c(=O)c(CCNS(=O)(=O)c3ccc(C)cc3)cc12. The result is 1 (inhibitor). (5) The drug is Cc1cc(C)n(-c2ccc(C(=O)Nc3cc(C(F)(F)F)ccc3N3CCOCC3)cc2)n1. The result is 1 (inhibitor). (6) The drug is CCOc1cc(/C=N/NC(=O)CNc2cccc(C)c2)ccc1OC(=O)c1ccccc1. The result is 1 (inhibitor). (7) The molecule is Nc1ccn([C@H]2O[C@@H](COP(=O)(O)O)[C@@H](O)[C@H]2O)c(=O)n1. The result is 0 (non-inhibitor).